This data is from Catalyst prediction with 721,799 reactions and 888 catalyst types from USPTO. The task is: Predict which catalyst facilitates the given reaction. (1) Reactant: [NH2:1][C:2]1[CH:6]=[C:5]([C:7]2[CH:12]=[CH:11][C:10]([O:13][CH3:14])=[CH:9][CH:8]=2)[S:4][C:3]=1[C:15]([OH:17])=[O:16].[Cl:18][C:19]1[CH:24]=[C:23]([O:25][C:26]([F:29])([F:28])[F:27])[CH:22]=[C:21]([Cl:30])[C:20]=1[N:31]=[C:32]=[O:33].C(N(CC)CC)C.O. Product: [Cl:18][C:19]1[CH:24]=[C:23]([O:25][C:26]([F:28])([F:27])[F:29])[CH:22]=[C:21]([Cl:30])[C:20]=1[NH:31][C:32]([NH:1][C:2]1[CH:6]=[C:5]([C:7]2[CH:8]=[CH:9][C:10]([O:13][CH3:14])=[CH:11][CH:12]=2)[S:4][C:3]=1[C:15]([OH:17])=[O:16])=[O:33]. The catalyst class is: 3. (2) Reactant: C(N(C(C)C)CC)(C)C.[Cl:10][C:11]1[N:19]=[C:18]2[C:14]([N:15]=[CH:16][N:17]2[C@H:20]2[C@@H:24]3[O:25][C:26]([CH3:29])([CH3:28])[O:27][C@@H:23]3[C@@H:22]([C:30](O)=[O:31])[O:21]2)=[C:13]([NH:33][CH:34]2[CH2:39][CH2:38][O:37][CH2:36][CH2:35]2)[N:12]=1.C(Cl)(=O)C(C)(C)C.[CH3:47][C:48]([CH3:54])([CH3:53])[C:49]([NH:51][NH2:52])=[O:50]. Product: [CH3:47][C:48]([CH3:54])([CH3:53])[C:49]([NH:51][NH:52][C:30]([C@@H:22]1[C@@H:23]2[C@@H:24]([O:25][C:26]([CH3:28])([CH3:29])[O:27]2)[C@H:20]([N:17]2[CH:16]=[N:15][C:14]3[C:18]2=[N:19][C:11]([Cl:10])=[N:12][C:13]=3[NH:33][CH:34]2[CH2:39][CH2:38][O:37][CH2:36][CH2:35]2)[O:21]1)=[O:31])=[O:50]. The catalyst class is: 7. (3) Reactant: [NH2:1][C:2]1[CH:7]=[CH:6][C:5]([Cl:8])=[CH:4][C:3]=1[C:9]([C:11]1[CH:16]=[CH:15][CH:14]=[CH:13][C:12]=1[Cl:17])=[O:10].[CH3:18][O:19][C:20]1[CH:21]=[C:22]([S:28](Cl)(=[O:30])=[O:29])[CH:23]=[CH:24][C:25]=1[O:26][CH3:27]. Product: [Cl:8][C:5]1[CH:6]=[CH:7][C:2]([NH:1][S:28]([C:22]2[CH:23]=[CH:24][C:25]([O:26][CH3:27])=[C:20]([O:19][CH3:18])[CH:21]=2)(=[O:30])=[O:29])=[C:3]([C:9](=[O:10])[C:11]2[CH:16]=[CH:15][CH:14]=[CH:13][C:12]=2[Cl:17])[CH:4]=1. The catalyst class is: 17. (4) Reactant: [CH3:1][C:2]([C:5]1[CH:6]=[C:7]([CH:10]=[CH:11][C:12]=1[OH:13])[CH:8]=O)([CH3:4])[CH3:3].Cl.[NH2:15]O.CCOCC. Product: [CH3:1][C:2]([C:5]1[CH:6]=[C:7]([CH:10]=[CH:11][C:12]=1[OH:13])[C:8]#[N:15])([CH3:4])[CH3:3]. The catalyst class is: 15. (5) Reactant: [Mg+2].[Cl-].[Cl-].[C:4]([O-:10])(=[O:9])[CH2:5][C:6]([O-:8])=O.[K+].[K+].C(N([CH2:18][CH3:19])CC)C.[O:20]1[CH:24]=[CH:23][CH:22]=[C:21]1[C:25]1[CH:26]=[C:27]([CH2:31][CH2:32]C(O)=O)[CH:28]=[CH:29][CH:30]=1.C(N1C=CN=C1)(N1C=CN=C1)=O. Product: [O:20]1[CH:24]=[CH:23][CH:22]=[C:21]1[C:25]1[CH:26]=[C:27]([CH2:31][CH2:32][C:6](=[O:8])[CH2:5][C:4]([O:10][CH2:18][CH3:19])=[O:9])[CH:28]=[CH:29][CH:30]=1. The catalyst class is: 10. (6) Reactant: [N:1]1[CH:6]=[CH:5][CH:4]=[CH:3][C:2]=1[C:7]1[CH:15]=[CH:14][C:10]([C:11]([OH:13])=O)=[CH:9][CH:8]=1.O.ON1C2C=CC=CC=2N=N1.[CH:27]1([N:31]2[CH2:37][CH2:36][C:35]3[CH:38]=[CH:39][C:40]([NH2:42])=[CH:41][C:34]=3[CH2:33][CH2:32]2)[CH2:30][CH2:29][CH2:28]1. Product: [CH:27]1([N:31]2[CH2:37][CH2:36][C:35]3[CH:38]=[CH:39][C:40]([NH:42][C:11](=[O:13])[C:10]4[CH:9]=[CH:8][C:7]([C:2]5[CH:3]=[CH:4][CH:5]=[CH:6][N:1]=5)=[CH:15][CH:14]=4)=[CH:41][C:34]=3[CH2:33][CH2:32]2)[CH2:30][CH2:29][CH2:28]1. The catalyst class is: 9. (7) Reactant: [C:1]([O:4][CH2:5][C@H:6]([CH3:22])[CH2:7][CH:8]([NH:18][C:19](=[O:21])[CH3:20])[C:9]1[S:10][C:11]([C:14]#[C:15][CH2:16][OH:17])=[CH:12][CH:13]=1)(=[O:3])[CH3:2].[Cl:23][C:24]1[CH:29]=[CH:28][C:27](O)=[CH:26][CH:25]=1.C(OC(N=NC(OCC)=O)=O)C.C1(P(C2C=CC=CC=2)C2C=CC=CC=2)C=CC=CC=1. Product: [C:1]([O:4][CH2:5][C@H:6]([CH3:22])[CH2:7][CH:8]([NH:18][C:19](=[O:21])[CH3:20])[C:9]1[S:10][C:11]([C:14]#[C:15][CH2:16][O:17][C:27]2[CH:28]=[CH:29][C:24]([Cl:23])=[CH:25][CH:26]=2)=[CH:12][CH:13]=1)(=[O:3])[CH3:2]. The catalyst class is: 30.